Dataset: Full USPTO retrosynthesis dataset with 1.9M reactions from patents (1976-2016). Task: Predict the reactants needed to synthesize the given product. (1) Given the product [Cl:24][C:20]1[CH:21]=[C:22]2[C:17](=[CH:18][CH:19]=1)[N:16]([CH3:27])[C:15]([C:13]([NH:12][C@H:9]1[C:10]3[C:6](=[CH:5][CH:4]=[C:3]([C:1]#[N:2])[CH:11]=3)[CH2:7][C:8]1([CH3:26])[CH3:25])=[O:14])=[CH:23]2, predict the reactants needed to synthesize it. The reactants are: [C:1]([C:3]1[CH:11]=[C:10]2[C:6]([CH2:7][C:8]([CH3:26])([CH3:25])[C@H:9]2[NH:12][C:13]([C:15]2[NH:16][C:17]3[C:22]([CH:23]=2)=[CH:21][C:20]([Cl:24])=[CH:19][CH:18]=3)=[O:14])=[CH:5][CH:4]=1)#[N:2].[C:27](C1C=C2C(CC(C)(C)C2NC(C2NC3C(C=2)=CC(Cl)=CC=3)=O)=CC=1)#N.C([O-])([O-])=O.[K+].[K+].CI. (2) Given the product [CH2:30]([O:37][C:38]1[CH:43]=[CH:42][C:41]([C:44]2[C:45]([C:46]3[CH:51]=[CH:50][N:49]=[CH:48][CH:47]=3)=[CH:8][NH:9][N:10]=2)=[C:40]([F:53])[CH:39]=1)[C:31]1[CH:36]=[CH:35][CH:34]=[CH:33][CH:32]=1, predict the reactants needed to synthesize it. The reactants are: N1C=CC(C2[C:8](C3C=CC(OCC4C=CC5C(=CC=CC=5)N=4)=CC=3)=[N:9][NH:10]C=2)=CC=1.[CH2:30]([O:37][C:38]1[CH:43]=[CH:42][C:41]([C:44](=O)[CH2:45][C:46]2[CH:51]=[CH:50][N:49]=[CH:48][CH:47]=2)=[C:40]([F:53])[CH:39]=1)[C:31]1[CH:36]=[CH:35][CH:34]=[CH:33][CH:32]=1. (3) Given the product [CH2:1]([NH:8][CH2:17][C:18]([C:20]1[CH:25]=[CH:24][C:23]([F:26])=[CH:22][CH:21]=1)=[O:19])[C:2]1[CH:7]=[CH:6][CH:5]=[CH:4][CH:3]=1, predict the reactants needed to synthesize it. The reactants are: [CH2:1]([NH2:8])[C:2]1[CH:7]=[CH:6][CH:5]=[CH:4][CH:3]=1.C(N(CC)CC)C.Br[CH2:17][C:18]([C:20]1[CH:25]=[CH:24][C:23]([F:26])=[CH:22][CH:21]=1)=[O:19].[Cl-].[NH4+]. (4) The reactants are: [Cl:1][C:2]1[CH:33]=[C:32]([Cl:34])[CH:31]=[CH:30][C:3]=1[CH2:4][O:5][C:6]1[CH:11]=[C:10]([O:12][CH2:13][CH2:14][O:15][CH3:16])[CH:9]=[CH:8][C:7]=1/[CH:17]=[CH:18]/[C:19]([NH:21][S:22]([CH2:25][CH2:26][CH2:27][CH2:28][CH3:29])(=[O:24])=[O:23])=[O:20]. Given the product [Cl:1][C:2]1[CH:33]=[C:32]([Cl:34])[CH:31]=[CH:30][C:3]=1[CH2:4][O:5][C:6]1[CH:11]=[C:10]([O:12][CH2:13][CH2:14][O:15][CH3:16])[CH:9]=[CH:8][C:7]=1[CH2:17][CH2:18][C:19]([NH:21][S:22]([CH2:25][CH2:26][CH2:27][CH2:28][CH3:29])(=[O:23])=[O:24])=[O:20], predict the reactants needed to synthesize it. (5) Given the product [NH2:54][C@H:55]([C:63]([OH:65])=[O:64])[CH2:56][C:57]1[CH:62]=[CH:61][CH:60]=[CH:59][CH:58]=1.[NH2:66][C@H:67]([C:76]([OH:78])=[O:77])[CH2:68][C:69]1[CH:70]=[CH:71][C:72]([OH:75])=[CH:73][CH:74]=1, predict the reactants needed to synthesize it. The reactants are: C1[C@H](N)[C@@H](O[C@H]2O[C@H](CN)[C@@H](O)[C@H](O)[C@H]2O)[C@H](O)[C@@H](O[C@H]2O[C@H](CO)[C@@H](O)[C@H](N)[C@H]2O)[C@@H]1N.C1C([C@@H](O)[C@H](NC(C(Cl)Cl)=O)CO)=CC=C([N+]([O-])=O)C=1.[NH2:54][C@H:55]([C:63]([OH:65])=[O:64])[CH2:56][C:57]1[CH:62]=[CH:61][CH:60]=[CH:59][CH:58]=1.[NH2:66][C@H:67]([C:76]([OH:78])=[O:77])[CH2:68][C:69]1[CH:74]=[CH:73][C:72]([OH:75])=[CH:71][CH:70]=1. (6) The reactants are: C[O:2][C:3]([C:5]1[N:6]=[CH:7][C:8]2[C:9](=[O:27])[N:10]([CH2:16][C:17]3[CH:22]=[CH:21][C:20]([O:23][CH3:24])=[CH:19][C:18]=3[O:25][CH3:26])[CH:11]=[CH:12][C:13]=2[C:14]=1[OH:15])=O.[CH2:28]([NH2:36])[CH2:29][C:30]1[CH:35]=[CH:34][CH:33]=[CH:32][CH:31]=1.CC(O)=O.O. Given the product [CH2:28]([NH:36][C:3]([C:5]1[N:6]=[CH:7][C:8]2[C:9](=[O:27])[N:10]([CH2:16][C:17]3[CH:22]=[CH:21][C:20]([O:23][CH3:24])=[CH:19][C:18]=3[O:25][CH3:26])[CH:11]=[CH:12][C:13]=2[C:14]=1[OH:15])=[O:2])[CH2:29][C:30]1[CH:35]=[CH:34][CH:33]=[CH:32][CH:31]=1, predict the reactants needed to synthesize it. (7) The reactants are: [F:1][C:2]([F:47])([F:46])[C:3]1[CH:45]=[CH:44][C:6]([CH2:7][C:8]2[CH:13]=[C:12]([O:14][CH2:15][CH2:16][CH:17]=[CH2:18])[CH:11]=[CH:10][C:9]=2[S:19]([C:22]2[CH:27]=[CH:26][C:25]([O:28][CH2:29][CH2:30][CH:31]=[CH2:32])=[CH:24][C:23]=2[CH2:33][C:34]2[CH:39]=[CH:38][C:37]([C:40]([F:43])([F:42])[F:41])=[CH:36][CH:35]=2)(=[O:21])=[O:20])=[CH:5][CH:4]=1.[CH2:48]([O:50][SiH:51]([O:55][CH2:56][CH3:57])[O:52][CH2:53][CH3:54])[CH3:49]. Given the product [F:47][C:2]([F:46])([F:1])[C:3]1[CH:45]=[CH:44][C:6]([CH2:7][C:8]2[CH:13]=[C:12]([O:14][CH2:15][CH2:16][CH2:17][CH2:18][Si:51]([O:55][CH2:56][CH3:57])([O:52][CH2:53][CH3:54])[O:50][CH2:48][CH3:49])[CH:11]=[CH:10][C:9]=2[S:19]([C:22]2[CH:27]=[CH:26][C:25]([O:28][CH2:29][CH2:30][CH2:31][CH2:32][Si:51]([O:55][CH2:56][CH3:57])([O:52][CH2:53][CH3:54])[O:50][CH2:48][CH3:49])=[CH:24][C:23]=2[CH2:33][C:34]2[CH:35]=[CH:36][C:37]([C:40]([F:42])([F:43])[F:41])=[CH:38][CH:39]=2)(=[O:20])=[O:21])=[CH:5][CH:4]=1, predict the reactants needed to synthesize it. (8) Given the product [CH2:5]([O:7][P:8]([NH:13][C@H:19]1[C@H:14]([O:31][CH3:30])[CH2:15][CH2:16][N:17]([C:20]([O:22][CH2:23][C:24]2[CH:29]=[CH:28][CH:27]=[CH:26][CH:25]=2)=[O:21])[CH2:18]1)([O:10][CH2:11][CH3:12])=[O:9])[CH3:6], predict the reactants needed to synthesize it. The reactants are: B(F)(F)F.[CH2:5]([O:7][P:8]([N:13]1[CH:19]2[CH:14]1[CH2:15][CH2:16][N:17]([C:20]([O:22][CH2:23][C:24]1[CH:29]=[CH:28][CH:27]=[CH:26][CH:25]=1)=[O:21])[CH2:18]2)([O:10][CH2:11][CH3:12])=[O:9])[CH3:6].[CH3:30][OH:31]. (9) Given the product [F:35][C:34]([F:37])([F:36])[C:32]([OH:38])=[O:33].[NH:8]1[CH2:9][CH:10]([O:12][C:13]2[CH:14]=[C:15]3[C:24](=[CH:25][C:26]=2[CH:27]([CH3:28])[CH3:29])[O:23][CH2:22][C:21]2[N:16]3[C@H:17]([CH3:31])[C:18](=[O:30])[NH:19][N:20]=2)[CH2:11]1, predict the reactants needed to synthesize it. The reactants are: C(OC([N:8]1[CH2:11][CH:10]([O:12][C:13]2[CH:14]=[C:15]3[C:24](=[CH:25][C:26]=2[CH:27]([CH3:29])[CH3:28])[O:23][CH2:22][C:21]2[N:16]3[C@H:17]([CH3:31])[C:18](=[O:30])[NH:19][N:20]=2)[CH2:9]1)=O)(C)(C)C.[C:32]([OH:38])([C:34]([F:37])([F:36])[F:35])=[O:33].